Dataset: Reaction yield outcomes from USPTO patents with 853,638 reactions. Task: Predict the reaction yield, written as a fraction of the theoretical maximum amount of product (1.0 means a 100% yield; for example, 0.34 means a 34% yield). (1) The reactants are Cl.Cl.Cl.Cl.[CH3:5][C:6]1[CH:11]=[CH:10][C:9]([NH:12][C:13]([C:15]2[CH:16]=[C:17]3[C:21](=[CH:22][CH:23]=2)[CH:20](N2CCNCC2)[CH2:19][CH2:18]3)=[O:14])=[CH:8][C:7]=1[NH:30][C:31]1[N:36]=[C:35]([C:37]2[CH:38]=[N:39][CH:40]=[CH:41][CH:42]=2)[CH:34]=[CH:33][N:32]=1.C([N:45]([CH2:48][CH3:49])[CH2:46][CH3:47])C.[C:50]([O:53][BH-](OC(=O)C)OC(=O)C)(=O)[CH3:51].[Na+].C[N:65](C=O)C. No catalyst specified. The product is [OH:53][CH2:50][CH2:51][CH:47]1[CH2:46][NH:45][CH2:48][CH2:49][N:65]1[C:16]1[C:15]([C:13]([NH:12][C:9]2[CH:10]=[CH:11][C:6]([CH3:5])=[C:7]([NH:30][C:31]3[N:36]=[C:35]([C:37]4[CH:38]=[N:39][CH:40]=[CH:41][CH:42]=4)[CH:34]=[CH:33][N:32]=3)[CH:8]=2)=[O:14])=[CH:23][CH:22]=[C:21]2[C:17]=1[CH2:18][CH2:19][CH2:20]2. The yield is 0.460. (2) The reactants are [C:1]1([C:7]2[CH:15]=[CH:14][CH:13]=[C:12]3[C:8]=2[C:9]2[CH:19]=[CH:18][CH:17]=[N:16][C:10]=2[NH:11]3)[CH:6]=[CH:5][CH:4]=[CH:3][CH:2]=1.[CH2:20]([S:22](C1C=C(B(O)O)C=CC=1)(=[O:24])=[O:23])[CH3:21]. No catalyst specified. The product is [CH2:20]([S:22]([C:5]1[CH:6]=[C:1]([C:7]2[CH:15]=[CH:14][CH:13]=[C:12]3[C:8]=2[C:9]2[CH:19]=[CH:18][CH:17]=[N:16][C:10]=2[NH:11]3)[CH:2]=[CH:3][CH:4]=1)(=[O:24])=[O:23])[CH3:21]. The yield is 0.480. (3) The product is [CH3:30][C:31]([CH3:35])([CH3:34])[CH2:32][NH:1][C:2]1[CH:3]=[CH:4][CH:5]=[C:6]2[C:10]=1[C:9](=[O:11])[N:8]([C@@H:12]([C:19]1[CH:24]=[CH:23][C:22]([O:25][CH3:26])=[C:21]([O:27][CH2:28][CH3:29])[CH:20]=1)[CH2:13][C:14]([N:16]([CH3:18])[CH3:17])=[O:15])[CH2:7]2. The catalyst is ClCCCl. The yield is 0.990. The reactants are [NH2:1][C:2]1[CH:3]=[CH:4][CH:5]=[C:6]2[C:10]=1[C:9](=[O:11])[N:8]([C@@H:12]([C:19]1[CH:24]=[CH:23][C:22]([O:25][CH3:26])=[C:21]([O:27][CH2:28][CH3:29])[CH:20]=1)[CH2:13][C:14]([N:16]([CH3:18])[CH3:17])=[O:15])[CH2:7]2.[CH3:30][C:31]([CH3:35])([CH3:34])[CH:32]=O.C(O[BH-](OC(=O)C)OC(=O)C)(=O)C.[Na+]. (4) The reactants are [N:1]1[CH:9]=[C:8]2[C:4]([N:5]([CH2:10][C:11]3[CH:30]=[CH:29][C:14]4[N:15]=[C:16]([N:18]5[C@@H:22]6[CH2:23][CH2:24][CH2:25][CH2:26][C@H:21]6[O:20]C5(C)C)[S:17][C:13]=4[CH:12]=3)[CH:6]=[N:7]2)=[N:3][CH:2]=1.C(Cl)Cl. The catalyst is C(O)(C(F)(F)F)=O. The product is [N:1]1[CH:9]=[C:8]2[C:4]([N:5]([CH2:10][C:11]3[CH:30]=[CH:29][C:14]4[N:15]=[C:16]([NH:18][C@@H:22]5[CH2:23][CH2:24][CH2:25][CH2:26][C@H:21]5[OH:20])[S:17][C:13]=4[CH:12]=3)[CH:6]=[N:7]2)=[N:3][CH:2]=1. The yield is 0.0400. (5) The reactants are [CH3:1][O:2][C:3](=[O:21])[CH2:4][CH2:5][CH2:6][CH2:7][CH2:8][CH2:9][CH:10]([OH:20])[C:11](=[O:19])[NH:12][C:13]1[CH:18]=[CH:17][CH:16]=[CH:15][CH:14]=1.[CH3:22]I. The catalyst is CC#N. The product is [CH3:1][O:2][C:3](=[O:21])[CH2:4][CH2:5][CH2:6][CH2:7][CH2:8][CH2:9][CH:10]([O:20][CH3:22])[C:11](=[O:19])[NH:12][C:13]1[CH:18]=[CH:17][CH:16]=[CH:15][CH:14]=1. The yield is 0.740. (6) The reactants are [CH2:1]([O:8][CH2:9][C:10]([OH:12])=[O:11])[C:2]1[CH:7]=[CH:6][CH:5]=[CH:4][CH:3]=1.[OH-].[Na+].[N+]([O-])([O-])=O.[Ag+:19]. The catalyst is O. The product is [Ag+:19].[CH2:1]([O:8][CH2:9][C:10]([O-:12])=[O:11])[C:2]1[CH:7]=[CH:6][CH:5]=[CH:4][CH:3]=1. The yield is 0.840. (7) The reactants are [O:1]=[C:2]([CH2:8][CH2:9][CH2:10][CH3:11])[CH2:3][C:4]([O:6][CH3:7])=[O:5].[H-].[Na+].Br[CH2:15][C:16]1[CH:21]=[CH:20][C:19]([C:22]2[C:23]([C:28]#[N:29])=[CH:24][CH:25]=[CH:26][CH:27]=2)=[C:18]([F:30])[CH:17]=1. The catalyst is O1CCCC1. The product is [C:28]([C:23]1[CH:24]=[CH:25][CH:26]=[CH:27][C:22]=1[C:19]1[CH:20]=[CH:21][C:16]([CH2:15][CH:3]([C:2](=[O:1])[CH2:8][CH2:9][CH2:10][CH3:11])[C:4]([O:6][CH3:7])=[O:5])=[CH:17][C:18]=1[F:30])#[N:29]. The yield is 0.900. (8) The reactants are Cl.[NH:2]1[CH2:7][CH2:6][CH2:5][CH:4]([CH2:8][O:9][S:10]([C:13]2[CH:18]=[CH:17][C:16]([CH3:19])=[CH:15][CH:14]=2)(=[O:12])=[O:11])[CH2:3]1.[CH2:20](I)[CH3:21].C(=O)([O-])[O-].[Na+].[Na+].C(=O)([O-])O.[Na+]. The catalyst is C(#N)C. The product is [CH2:20]([N:2]1[CH2:7][CH2:6][CH2:5][CH:4]([CH2:8][O:9][S:10]([C:13]2[CH:14]=[CH:15][C:16]([CH3:19])=[CH:17][CH:18]=2)(=[O:12])=[O:11])[CH2:3]1)[CH3:21]. The yield is 0.0400.